From a dataset of Full USPTO retrosynthesis dataset with 1.9M reactions from patents (1976-2016). Predict the reactants needed to synthesize the given product. (1) Given the product [I:15][C:9]1[C:10]2[N:14]=[C:23]([C:21]3[CH:20]=[N:19][N:18]([CH3:17])[CH:22]=3)[NH:13][C:11]=2[CH:12]=[C:7]([C:6]2[C:2]([CH3:1])=[N:3][O:4][C:5]=2[CH3:16])[CH:8]=1, predict the reactants needed to synthesize it. The reactants are: [CH3:1][C:2]1[C:6]([C:7]2[CH:12]=[C:11]([NH2:13])[C:10]([NH2:14])=[C:9]([I:15])[CH:8]=2)=[C:5]([CH3:16])[O:4][N:3]=1.[CH3:17][N:18]1[CH:22]=[C:21]([C:23](Cl)=O)[CH:20]=[N:19]1. (2) Given the product [S:26]1[CH:25]=[C:24]([C:2]2[C:3]([NH2:22])=[N:4][CH:5]=[C:6]([C:8]3[CH:13]=[CH:12][C:11]([O:14][Si:15]([C:18]([CH3:21])([CH3:20])[CH3:19])([CH3:17])[CH3:16])=[CH:10][CH:9]=3)[N:7]=2)[C:32]2[CH:31]=[CH:30][CH:29]=[CH:28][C:27]1=2, predict the reactants needed to synthesize it. The reactants are: Br[C:2]1[C:3]([NH2:22])=[N:4][CH:5]=[C:6]([C:8]2[CH:13]=[CH:12][C:11]([O:14][Si:15]([C:18]([CH3:21])([CH3:20])[CH3:19])([CH3:17])[CH3:16])=[CH:10][CH:9]=2)[N:7]=1.B(O)(O)[C:24]1[C:32]2[C:27](=[CH:28][CH:29]=[CH:30][CH:31]=2)[S:26][CH:25]=1.C([O-])([O-])=O.[Na+].[Na+].O. (3) The reactants are: [C:1]1([C:7]2[C:8]([CH2:13][C:14]#[N:15])=[N:9][CH:10]=[CH:11][CH:12]=2)[CH:6]=[CH:5][CH:4]=[CH:3][CH:2]=1.[NH2:16][OH:17].C(OCC)(=O)C. Given the product [OH:17][NH:16][C:14](=[NH:15])[CH2:13][C:8]1[C:7]([C:1]2[CH:6]=[CH:5][CH:4]=[CH:3][CH:2]=2)=[CH:12][CH:11]=[CH:10][N:9]=1, predict the reactants needed to synthesize it. (4) Given the product [CH2:14]([CH:16]([C:19]1[C:20]2[N:21]([C:26]([C:2]3[S:3][CH:4]=[CH:5][C:6]=3[C:7]#[N:8])=[C:27]([CH3:29])[N:28]=2)[N:22]=[C:23]([CH3:25])[CH:24]=1)[CH2:17][CH3:18])[CH3:15], predict the reactants needed to synthesize it. The reactants are: Br[C:2]1[S:3][CH:4]=[CH:5][C:6]=1[C:7]#[N:8].C1COCC1.[CH2:14]([CH:16]([C:19]1[C:20]2[N:21]([C:26](I)=[C:27]([CH3:29])[N:28]=2)[N:22]=[C:23]([CH3:25])[CH:24]=1)[CH2:17][CH3:18])[CH3:15]. (5) Given the product [F:1][C:2]1[C:3](=[NH:21])[N:4]([CH3:20])[C:5](=[O:19])[NH:6][CH:7]=1, predict the reactants needed to synthesize it. The reactants are: [F:1][C:2]1[C:3](=[NH:21])[N:4]([CH3:20])[C:5](=[O:19])[N:6](S(C2C=CC(OC)=CC=2)(=O)=O)[CH:7]=1.FC(F)(F)C(O)=O.CSC. (6) Given the product [O:17]=[C:37]1[C:4]2[C:5](=[CH:8][C:9]([CH2:27][CH2:25][N:22]3[CH2:19][CH2:21][CH:29]([C:28]([OH:31])=[O:30])[CH2:24][CH2:23]3)=[CH:2][CH:3]=2)[CH2:6][O:38]1, predict the reactants needed to synthesize it. The reactants are: N[C:2]1[CH:9]=[CH:8][C:5]([C:6]#N)=[C:4](OCC)[CH:3]=1.CCCP(=O)=[O:17].[CH:19]([N:22]([CH:25]([CH3:27])C)[CH2:23][CH3:24])([CH3:21])C.[C:28]([O:31]CC)(=[O:30])[CH3:29].CN([CH:37]=[O:38])C. (7) Given the product [CH2:1]([C@H:6]1[CH2:7][CH2:8][C@H:9]([C@H:12]2[CH2:17][CH2:16][C@H:15]([CH:18]3[O:21][C:20](=[O:22])[CH2:19]3)[CH2:14][CH2:13]2)[CH2:10][CH2:11]1)[CH2:2][CH2:3][CH2:4][CH3:5].[CH2:23]([C@H:28]1[CH2:29][CH2:30][C@H:31]([C@@H:34]2[CH2:39][CH2:38][C@H:37]([CH:40]3[O:43][C:42](=[O:44])[CH2:41]3)[CH2:36][CH2:35]2)[CH2:32][CH2:33]1)[CH2:24][CH2:25][CH2:26][CH3:27], predict the reactants needed to synthesize it. The reactants are: [CH2:1]([C@H:6]1[CH2:11][CH2:10][C@H:9]([C@H:12]2[CH2:17][CH2:16][C@H:15]([CH:18]3[O:21][C:20](=[O:22])[CH2:19]3)[CH2:14][CH2:13]2)[CH2:8][CH2:7]1)[CH2:2][CH2:3][CH2:4][CH3:5].[CH2:23]([C@H:28]1[CH2:33][CH2:32][C@H:31]([C@@H:34]2[CH2:39][CH2:38][C@H:37]([CH:40]3[O:43][C:42](=[O:44])[CH2:41]3)[CH2:36][CH2:35]2)[CH2:30][CH2:29]1)[CH2:24][CH2:25][CH2:26][CH3:27].